Dataset: Reaction yield outcomes from USPTO patents with 853,638 reactions. Task: Predict the reaction yield, written as a fraction of the theoretical maximum amount of product (1.0 means a 100% yield; for example, 0.34 means a 34% yield). (1) The reactants are [Br:1][CH2:2][C@@H:3]([C:5]1[CH:10]=[CH:9][C:8]([O:11][CH2:12][C:13]2[CH:18]=[CH:17][CH:16]=[CH:15][CH:14]=2)=[C:7]([NH:19][CH:20]=[O:21])[CH:6]=1)[OH:4].N1C=CN=C1.[Si:27](Cl)([C:30]([CH3:33])([CH3:32])[CH3:31])([CH3:29])[CH3:28]. The catalyst is CN(C)C=O.C(OC(C)C)(=O)C. The product is [Br:1][CH2:2][C@H:3]([O:4][Si:27]([C:30]([CH3:33])([CH3:32])[CH3:31])([CH3:29])[CH3:28])[C:5]1[CH:10]=[CH:9][C:8]([O:11][CH2:12][C:13]2[CH:14]=[CH:15][CH:16]=[CH:17][CH:18]=2)=[C:7]([NH:19][CH:20]=[O:21])[CH:6]=1. The yield is 0.680. (2) The reactants are [S:1]1[CH2:6][CH2:5][C:4](=[O:7])[CH2:3][CH2:2]1.[Li+].CC([N-]C(C)C)C.C1C=CC(N([S:23]([C:26]([F:29])([F:28])[F:27])(=[O:25])=[O:24])[S:23]([C:26]([F:29])([F:28])[F:27])(=[O:25])=[O:24])=CC=1.CCOC(C)=O. The catalyst is C1COCC1. The product is [S:1]1[CH2:6][CH:5]=[C:4]([O:7][S:23]([C:26]([F:29])([F:28])[F:27])(=[O:25])=[O:24])[CH2:3][CH2:2]1. The yield is 0.380. (3) The yield is 0.770. The catalyst is CN(C=O)C. The reactants are [C:1]([OH:7])(=O)[CH2:2][CH2:3][CH:4]=[CH2:5].[NH2:8][C@H:9]([C:30]1[CH:35]=[CH:34][CH:33]=[CH:32][CH:31]=1)[CH2:10][N:11]([CH3:29])[C:12](=[O:28])[C@H:13]([CH2:17][C:18](=[O:27])[CH2:19][C:20]1[CH:25]=[CH:24][C:23]([Cl:26])=[CH:22][CH:21]=1)[CH2:14][CH:15]=[CH2:16]. The product is [Cl:26][C:23]1[CH:24]=[CH:25][C:20]([CH2:19][C:18](=[O:27])[CH2:17][C@H:13]([CH2:14][CH:15]=[CH2:16])[C:12]([N:11]([CH3:29])[CH2:10][C@H:9]([NH:8][C:1](=[O:7])[CH2:2][CH2:3][CH:4]=[CH2:5])[C:30]2[CH:31]=[CH:32][CH:33]=[CH:34][CH:35]=2)=[O:28])=[CH:21][CH:22]=1. (4) The reactants are F[C:2]1[CH:3]=[C:4](C=[C:8]([N:10]2[CH2:15][CH2:14][C:13]3[N:16]=[C:17]([C:19]4[CH:24]=[CH:23][CH:22]=[CH:21][N:20]=4)[O:18][C:12]=3[CH2:11]2)[CH:9]=1)[C:5]#[N:6].BrC1[N:31]=C(C#N)C=CC=1. No catalyst specified. The product is [N:20]1[CH:21]=[CH:22][CH:23]=[CH:24][C:19]=1[C:17]1[O:18][C:12]2[CH2:11][N:10]([C:8]3[N:31]=[C:4]([C:5]#[N:6])[CH:3]=[CH:2][CH:9]=3)[CH2:15][CH2:14][C:13]=2[N:16]=1. The yield is 0.130. (5) The reactants are [F:1][C:2]1[CH:3]=[C:4]([CH2:8][CH2:9][C:10]([OH:12])=O)[CH:5]=[CH:6][CH:7]=1.[NH:13]([C:15]([C:17]1[CH:22]=[CH:21][N:20]=[C:19]([NH:23][C:24](=[O:30])[O:25][C:26]([CH3:29])([CH3:28])[CH3:27])[CH:18]=1)=[O:16])[NH2:14]. No catalyst specified. The product is [F:1][C:2]1[CH:3]=[C:4]([CH2:8][CH2:9][C:10]([NH:14][NH:13][C:15]([C:17]2[CH:22]=[CH:21][N:20]=[C:19]([NH:23][C:24](=[O:30])[O:25][C:26]([CH3:28])([CH3:27])[CH3:29])[CH:18]=2)=[O:16])=[O:12])[CH:5]=[CH:6][CH:7]=1. The yield is 0.600. (6) The reactants are [CH3:1][C:2]1[CH:11]=[N:10][C:9]2[C:4](=[CH:5][C:6]([O:14][CH3:15])=[C:7]([O:12][CH3:13])[CH:8]=2)[N:3]=1.[O:16]1CCOCC1. No catalyst specified. The yield is 0.730. The product is [CH3:13][O:12][C:7]1[CH:8]=[C:9]2[C:4](=[CH:5][C:6]=1[O:14][CH3:15])[N:3]=[C:2]([CH:1]=[O:16])[CH:11]=[N:10]2.